Dataset: Full USPTO retrosynthesis dataset with 1.9M reactions from patents (1976-2016). Task: Predict the reactants needed to synthesize the given product. Given the product [CH2:1]([C:3]1[N:7]([C:8]2[CH:13]=[CH:12][CH:11]=[CH:10][CH:9]=2)[N:6]=[CH:5][C:4]=1[I:14])[CH3:2], predict the reactants needed to synthesize it. The reactants are: [CH2:1]([C:3]1[N:7]([C:8]2[CH:13]=[CH:12][CH:11]=[CH:10][CH:9]=2)[N:6]=[CH:5][CH:4]=1)[CH3:2].[I:14]N1C(=O)CCC1=O.C(#N)C.